Dataset: NCI-60 drug combinations with 297,098 pairs across 59 cell lines. Task: Regression. Given two drug SMILES strings and cell line genomic features, predict the synergy score measuring deviation from expected non-interaction effect. (1) Drug 1: CNC(=O)C1=CC=CC=C1SC2=CC3=C(C=C2)C(=NN3)C=CC4=CC=CC=N4. Drug 2: CC1C(C(CC(O1)OC2CC(CC3=C2C(=C4C(=C3O)C(=O)C5=CC=CC=C5C4=O)O)(C(=O)C)O)N)O. Cell line: OVCAR3. Synergy scores: CSS=31.3, Synergy_ZIP=5.82, Synergy_Bliss=4.07, Synergy_Loewe=-26.7, Synergy_HSA=0.667. (2) Drug 1: CC(C1=C(C=CC(=C1Cl)F)Cl)OC2=C(N=CC(=C2)C3=CN(N=C3)C4CCNCC4)N. Drug 2: C1CN(CCN1C(=O)CCBr)C(=O)CCBr. Cell line: NCI-H460. Synergy scores: CSS=30.8, Synergy_ZIP=-5.90, Synergy_Bliss=-1.75, Synergy_Loewe=0.00870, Synergy_HSA=-0.0741. (3) Drug 1: C1CC(C1)(C(=O)O)C(=O)O.[NH2-].[NH2-].[Pt+2]. Drug 2: CC1=C2C(C(=O)C3(C(CC4C(C3C(C(C2(C)C)(CC1OC(=O)C(C(C5=CC=CC=C5)NC(=O)C6=CC=CC=C6)O)O)OC(=O)C7=CC=CC=C7)(CO4)OC(=O)C)O)C)OC(=O)C. Cell line: COLO 205. Synergy scores: CSS=6.03, Synergy_ZIP=-3.29, Synergy_Bliss=-2.39, Synergy_Loewe=-4.04, Synergy_HSA=-2.13. (4) Drug 1: CCCCC(=O)OCC(=O)C1(CC(C2=C(C1)C(=C3C(=C2O)C(=O)C4=C(C3=O)C=CC=C4OC)O)OC5CC(C(C(O5)C)O)NC(=O)C(F)(F)F)O. Drug 2: C1=NC2=C(N1)C(=S)N=CN2. Cell line: HOP-62. Synergy scores: CSS=68.2, Synergy_ZIP=-1.17, Synergy_Bliss=-3.64, Synergy_Loewe=-4.27, Synergy_HSA=-0.690.